Dataset: Peptide-MHC class II binding affinity with 134,281 pairs from IEDB. Task: Regression. Given a peptide amino acid sequence and an MHC pseudo amino acid sequence, predict their binding affinity value. This is MHC class II binding data. (1) The peptide sequence is LQIILSGKMAHLRKV. The MHC is DRB1_0405 with pseudo-sequence DRB1_0405. The binding affinity (normalized) is 0.361. (2) The peptide sequence is AASLLDEDMDALEEA. The MHC is HLA-DQA10201-DQB10202 with pseudo-sequence HLA-DQA10201-DQB10202. The binding affinity (normalized) is 0.565.